This data is from hERG Central: cardiac toxicity at 1µM, 10µM, and general inhibition. The task is: Predict hERG channel inhibition at various concentrations. (1) The drug is Cc1ccc2oc(=O)c3cnn(CC(=O)N(CCCN4CCOCC4)Cc4ccco4)c3c2c1. Results: hERG_inhib (hERG inhibition (general)): blocker. (2) The drug is COc1cccc(NC(=O)[C@H](NC(=O)[C@@H]2Cc3ccccc3CN2)c2ccccc2)c1. Results: hERG_inhib (hERG inhibition (general)): blocker. (3) The drug is O=C(NCC(O)c1ccc([N+](=O)[O-])cc1)c1cccc(S(=O)(=O)N2CCCC2)c1. Results: hERG_inhib (hERG inhibition (general)): blocker. (4) The drug is COc1ccc(CN2CCN(Cc3cc4ccccc4o3)CC2CCO)c(F)c1. Results: hERG_inhib (hERG inhibition (general)): blocker. (5) The compound is O=[N+]([O-])c1ccc(NC2CCN(Cc3ccccc3)CC2)c([N+](=O)[O-])c1. Results: hERG_inhib (hERG inhibition (general)): blocker. (6) The drug is O=C(CN1CCN(C/C=C/c2ccccc2)CC1)NCc1ccccc1. Results: hERG_inhib (hERG inhibition (general)): blocker.